This data is from Peptide-MHC class I binding affinity with 185,985 pairs from IEDB/IMGT. The task is: Regression. Given a peptide amino acid sequence and an MHC pseudo amino acid sequence, predict their binding affinity value. This is MHC class I binding data. (1) The peptide sequence is LVTLPVYSK. The MHC is HLA-A02:06 with pseudo-sequence HLA-A02:06. The binding affinity (normalized) is 0. (2) The peptide sequence is IARLVYKAR. The MHC is HLA-B15:01 with pseudo-sequence HLA-B15:01. The binding affinity (normalized) is 0.0847. (3) The peptide sequence is NLFSKNILK. The MHC is HLA-B51:01 with pseudo-sequence HLA-B51:01. The binding affinity (normalized) is 0. (4) The peptide sequence is AFEDLRVSSFI. The MHC is HLA-A24:02 with pseudo-sequence HLA-A24:02. The binding affinity (normalized) is 0.176. (5) The peptide sequence is FLKENGGL. The MHC is HLA-B35:01 with pseudo-sequence HLA-B35:01. The binding affinity (normalized) is 0. (6) The peptide sequence is WQSVGHMMV. The MHC is HLA-A02:06 with pseudo-sequence HLA-A02:06. The binding affinity (normalized) is 0.512.